Dataset: Reaction yield outcomes from USPTO patents with 853,638 reactions. Task: Predict the reaction yield, written as a fraction of the theoretical maximum amount of product (1.0 means a 100% yield; for example, 0.34 means a 34% yield). (1) The reactants are [CH2:1]([OH:5])[CH2:2][CH:3]=C.[CH:6](=[O:11])[C:7]([CH3:10])([CH3:9])[CH3:8].[C:12](O)(C(F)(F)F)=O. The catalyst is ClCCl. The product is [C:7]([CH:6]1[CH2:12][CH:1]([OH:5])[CH2:2][CH2:3][O:11]1)([CH3:10])([CH3:9])[CH3:8]. The yield is 0.710. (2) The reactants are [CH2:1]([O:8][C:9]1[CH:16]=[CH:15][C:12]([C:13]#[N:14])=[C:11]([F:17])[CH:10]=1)[C:2]1[CH:7]=[CH:6][CH:5]=[CH:4][CH:3]=1.Cl.[NH2:19][OH:20].C(=O)([O-])[O-].[Na+].[Na+].C(OCC)(=O)C. The catalyst is O.C(O)C. The product is [CH2:1]([O:8][C:9]1[CH:16]=[CH:15][C:12]([C:13]([NH:19][OH:20])=[NH:14])=[C:11]([F:17])[CH:10]=1)[C:2]1[CH:3]=[CH:4][CH:5]=[CH:6][CH:7]=1. The yield is 0.860.